The task is: Predict the reactants needed to synthesize the given product.. This data is from Full USPTO retrosynthesis dataset with 1.9M reactions from patents (1976-2016). (1) Given the product [Cl:1][C:2]1[CH:7]=[CH:6][C:5](/[CH:8]=[CH:9]/[CH2:10][N:11]2[CH2:12][CH2:13][N:14]([C:17]3[CH:22]=[C:21]([F:23])[CH:20]=[CH:19][C:18]=3[N:24]3[CH2:26][CH2:27][NH:28][C:29]3=[O:30])[CH2:15][CH2:16]2)=[CH:4][CH:3]=1, predict the reactants needed to synthesize it. The reactants are: [Cl:1][C:2]1[CH:7]=[CH:6][C:5](/[CH:8]=[CH:9]/[CH2:10][N:11]2[CH2:16][CH2:15][N:14]([C:17]3[CH:22]=[C:21]([F:23])[CH:20]=[CH:19][C:18]=3[NH2:24])[CH2:13][CH2:12]2)=[CH:4][CH:3]=1.Cl[CH2:26][CH2:27][N:28]=[C:29]=[O:30].[H-].[Na+]. (2) Given the product [CH3:1][C:2]1[CH:3]=[C:4]([CH:7]=[CH:8][C:9]=1[OH:10])[CH:5]=[CH:12][C:13]([OH:15])=[O:14], predict the reactants needed to synthesize it. The reactants are: [CH3:1][C:2]1[CH:3]=[C:4]([CH:7]=[CH:8][C:9]=1[OH:10])[CH:5]=O.C(O)(=O)[CH2:12][C:13]([OH:15])=[O:14].N1CCCCC1.Cl. (3) Given the product [CH3:7][C:8]1[C:9](=[CH:10][C:11](=[CH:12][CH:13]=1)[N:14]=[C:15]=[O:16])[N:20]=[C:21]=[O:22], predict the reactants needed to synthesize it. The reactants are: C1C([CH2:7][C:8]2[CH:13]=[CH:12][C:11]([N:14]=[C:15]=[O:16])=[CH:10][CH:9]=2)=CC=C(N=C=O)C=1.[N-:20]=[C:21]=[O:22].[N-]=C=O.CC1C(C)=C(C)C(C)=C(C)C=1C. (4) The reactants are: [C:1]([NH:20][CH2:21][CH2:22]O)([C:14]1[CH:19]=[CH:18][CH:17]=[CH:16][CH:15]=1)([C:8]1[CH:13]=[CH:12][CH:11]=[CH:10][CH:9]=1)[C:2]1[CH:7]=[CH:6][CH:5]=[CH:4][CH:3]=1.C1(P(C2C=CC=CC=2)C2C=CC=CC=2)C=CC=CC=1.N(C(OC(C)C)=O)=NC(OC(C)C)=O.[Cl:57][C:58]1[CH:59]=[C:60]([N:65]2[C:69](=[O:70])[O:68][N:67]=[C:66]2[C:71]2[C:72]([NH:76]C(=O)C(F)(F)F)=[N:73][O:74][N:75]=2)[CH:61]=[CH:62][C:63]=1[F:64]. Given the product [Cl:57][C:58]1[CH:59]=[C:60]([N:65]2[C:69](=[O:70])[O:68][N:67]=[C:66]2[C:71]2[C:72]([NH:76][CH2:22][CH2:21][NH:20][C:1]([C:8]3[CH:9]=[CH:10][CH:11]=[CH:12][CH:13]=3)([C:14]3[CH:19]=[CH:18][CH:17]=[CH:16][CH:15]=3)[C:2]3[CH:7]=[CH:6][CH:5]=[CH:4][CH:3]=3)=[N:73][O:74][N:75]=2)[CH:61]=[CH:62][C:63]=1[F:64], predict the reactants needed to synthesize it. (5) Given the product [C:1]([C:5]1[CH:9]=[C:8]([N:10]=[C:18]=[O:19])[N:7]([C:11]2[CH:12]=[CH:13][C:14]([CH3:17])=[CH:15][CH:16]=2)[N:6]=1)([CH3:4])([CH3:3])[CH3:2], predict the reactants needed to synthesize it. The reactants are: [C:1]([C:5]1[CH:9]=[C:8]([NH2:10])[N:7]([C:11]2[CH:16]=[CH:15][C:14]([CH3:17])=[CH:13][CH:12]=2)[N:6]=1)([CH3:4])([CH3:3])[CH3:2].[C:18]([O-])(O)=[O:19].[Na+].O=C(Cl)OC(Cl)(Cl)Cl. (6) Given the product [C:1]([O:5][C:6](=[O:26])[NH:7][C:8]1[CH:13]=[C:12]([O:14][CH2:15][CH:16]2[CH2:17][CH2:18]2)[C:11]([C:19]([F:22])([F:21])[F:20])=[CH:10][C:9]=1[NH2:23])([CH3:4])([CH3:2])[CH3:3], predict the reactants needed to synthesize it. The reactants are: [C:1]([O:5][C:6](=[O:26])[NH:7][C:8]1[CH:13]=[C:12]([O:14][CH2:15][CH:16]2[CH2:18][CH2:17]2)[C:11]([C:19]([F:22])([F:21])[F:20])=[CH:10][C:9]=1[N+:23]([O-])=O)([CH3:4])([CH3:3])[CH3:2]. (7) Given the product [CH2:1]([C:3]1([OH:35])[C:8]2[CH:9]=[C:10]3[N:18]([C:19](=[O:20])[C:7]=2[CH2:6][O:5][C:4]1=[O:34])[CH2:17][C:16]1[C:15]([CH2:21][CH2:22][Si:23]([CH3:25])([CH3:24])[CH2:26][CH2:27][CH2:28][O:29][C:48](=[O:50])[C:49]2[CH:7]=[CH:8][CH:3]=[CH:1][CH:2]=2)=[C:14]2[CH:30]=[CH:31][CH:32]=[CH:33][C:13]2=[N:12][C:11]3=1)[CH3:2], predict the reactants needed to synthesize it. The reactants are: [CH2:1]([C:3]1([O:35]C(=O)OCC2C=CC=CC=2)[C:8]2[CH:9]=[C:10]3[N:18]([C:19](=[O:20])[C:7]=2[CH2:6][O:5][C:4]1=[O:34])[CH2:17][C:16]1[C:15]([CH2:21][CH2:22][Si:23]([CH2:26][CH2:27][CH2:28][OH:29])([CH3:25])[CH3:24])=[C:14]2[CH:30]=[CH:31][CH:32]=[CH:33][C:13]2=[N:12][C:11]3=1)[CH3:2].[H][H].[CH2:48]([OH:50])[CH3:49]. (8) Given the product [CH3:1][O:2][C:3]1[CH:4]=[C:5]([CH:34]=[CH:35][C:36]=1[O:37][CH3:38])[CH2:6][CH:7]1[C:13]2[CH:14]=[C:15]([O:20][CH2:40][CH2:41][CH3:42])[C:16]([O:18][CH3:19])=[CH:17][C:12]=2[CH2:11][CH2:10][CH2:9][N:8]1[CH2:21][C:22]([NH:24][CH:25]1[C:33]2[C:28](=[CH:29][CH:30]=[CH:31][CH:32]=2)[CH2:27][CH2:26]1)=[O:23], predict the reactants needed to synthesize it. The reactants are: [CH3:1][O:2][C:3]1[CH:4]=[C:5]([CH:34]=[CH:35][C:36]=1[O:37][CH3:38])[CH2:6][CH:7]1[C:13]2[CH:14]=[C:15]([OH:20])[C:16]([O:18][CH3:19])=[CH:17][C:12]=2[CH2:11][CH2:10][CH2:9][N:8]1[CH2:21][C:22]([NH:24][CH:25]1[C:33]2[C:28](=[CH:29][CH:30]=[CH:31][CH:32]=2)[CH2:27][CH2:26]1)=[O:23].Br[CH2:40][CH2:41][CH3:42].